Dataset: Reaction yield outcomes from USPTO patents with 853,638 reactions. Task: Predict the reaction yield, written as a fraction of the theoretical maximum amount of product (1.0 means a 100% yield; for example, 0.34 means a 34% yield). The yield is 0.780. The product is [F:14][C:9]([F:15])([S:10]([O-:13])(=[O:12])=[O:11])[CH2:8][OH:7].[C:29]1([S+:22]([C:16]2[CH:17]=[CH:18][CH:19]=[CH:20][CH:21]=2)[C:23]2[CH:28]=[CH:27][CH:26]=[CH:25][CH:24]=2)[CH:30]=[CH:31][CH:32]=[CH:33][CH:34]=1. The catalyst is CO.O. The reactants are C([O:7][CH2:8][C:9]([F:15])([F:14])[S:10]([O-:13])(=[O:12])=[O:11])(=O)C(C)(C)C.[C:16]1([S+:22]([C:29]2[CH:34]=[CH:33][CH:32]=[CH:31][CH:30]=2)[C:23]2[CH:28]=[CH:27][CH:26]=[CH:25][CH:24]=2)[CH:21]=[CH:20][CH:19]=[CH:18][CH:17]=1.[OH-].[Na+].Cl.